This data is from Catalyst prediction with 721,799 reactions and 888 catalyst types from USPTO. The task is: Predict which catalyst facilitates the given reaction. Reactant: [Cl:1][C:2]1[CH:3]=[C:4]([C:8]([NH:10][C@@H:11]2[CH2:16][CH2:15][N:14]([C:17]3[S:18][C:19]([C:28]([O:30]C)=[O:29])=[C:20]([C:22]4[N:26]([CH3:27])[N:25]=[CH:24][N:23]=4)[N:21]=3)[CH2:13][C@@H:12]2[O:32][CH2:33][CH2:34][CH3:35])=[O:9])[NH:5][C:6]=1[CH3:7].[OH-].[Na+]. Product: [Cl:1][C:2]1[CH:3]=[C:4]([C:8]([NH:10][C@H:11]2[CH2:16][CH2:15][N:14]([C:17]3[S:18][C:19]([C:28]([OH:30])=[O:29])=[C:20]([C:22]4[N:26]([CH3:27])[N:25]=[CH:24][N:23]=4)[N:21]=3)[CH2:13][C@H:12]2[O:32][CH2:33][CH2:34][CH3:35])=[O:9])[NH:5][C:6]=1[CH3:7]. The catalyst class is: 5.